This data is from Forward reaction prediction with 1.9M reactions from USPTO patents (1976-2016). The task is: Predict the product of the given reaction. (1) The product is: [CH2:24]([C:26]([C:51]1[CH:56]=[CH:55][C:54]([B:15]2[O:16][C:17]([CH3:22])([CH3:23])[C:18]([CH3:20])([CH3:21])[O:19]2)=[C:53]([CH3:65])[CH:52]=1)([C:29]1[CH:34]=[CH:33][C:32]([C:35]#[C:36][C:37]([O:46][CH2:47][O:48][CH3:49])([C:42]([F:44])([F:45])[F:43])[C:38]([F:40])([F:41])[F:39])=[C:31]([CH3:50])[CH:30]=1)[CH2:27][CH3:28])[CH3:25]. Given the reactants C([O-])(=O)C.[K+].[B:15]1([B:15]2[O:19][C:18]([CH3:21])([CH3:20])[C:17]([CH3:23])([CH3:22])[O:16]2)[O:19][C:18]([CH3:21])([CH3:20])[C:17]([CH3:23])([CH3:22])[O:16]1.[CH2:24]([C:26]([C:51]1[CH:56]=[CH:55][C:54](OS(C(F)(F)F)(=O)=O)=[C:53]([CH3:65])[CH:52]=1)([C:29]1[CH:34]=[CH:33][C:32]([C:35]#[C:36][C:37]([O:46][CH2:47][O:48][CH3:49])([C:42]([F:45])([F:44])[F:43])[C:38]([F:41])([F:40])[F:39])=[C:31]([CH3:50])[CH:30]=1)[CH2:27][CH3:28])[CH3:25].C(=O)(O)[O-].[Na+], predict the reaction product. (2) Given the reactants C(Cl)(=O)C([Cl:4])=O.[Na].[CH2:8]([O:15][C:16]1[CH:21]=[CH:20][C:19]([S:22]([OH:25])(=O)=[O:23])=[CH:18][CH:17]=1)[C:9]1[CH:14]=[CH:13][CH:12]=[CH:11][CH:10]=1, predict the reaction product. The product is: [CH2:8]([O:15][C:16]1[CH:21]=[CH:20][C:19]([S:22]([Cl:4])(=[O:25])=[O:23])=[CH:18][CH:17]=1)[C:9]1[CH:14]=[CH:13][CH:12]=[CH:11][CH:10]=1. (3) Given the reactants C(O[C:4]([C:6]1[O:10][N:9]=[CH:8][CH:7]=1)=O)C.[CH2:11]([Li])[CH2:12][CH2:13]C.[H-].[Na+].CI.[N+:20]([O-])(O)=O.[NH2:24][C:25]([NH2:27])=[NH:26].C[S:29]([CH3:31])=O, predict the reaction product. The product is: [NH2:26][C:25]1[N:27]=[C:4]([C:6]2[O:10][N:9]=[CH:8][CH:7]=2)[C:12]([C:13]#[N:20])=[C:11]([S:29][CH3:31])[N:24]=1. (4) Given the reactants [Cl:1][C:2]1[CH:3]=[C:4]([C:8]2[O:12][N:11]=[C:10]([CH2:13]OS(C)(=O)=O)[CH:9]=2)[CH:5]=[CH:6][CH:7]=1.[H-].[Na+].[CH3:21][S:22][C:23]1[NH:24][CH2:25][CH2:26][CH2:27][N:28]=1.O, predict the reaction product. The product is: [Cl:1][C:2]1[CH:3]=[C:4]([C:8]2[O:12][N:11]=[C:10]([CH2:13][N:28]3[CH2:27][CH2:26][CH2:25][N:24]=[C:23]3[S:22][CH3:21])[CH:9]=2)[CH:5]=[CH:6][CH:7]=1. (5) Given the reactants [O:1]=[C:2]1[C:6]2([CH2:11][CH2:10][N:9]([C:12]([O:14][C:15]([CH3:18])([CH3:17])[CH3:16])=[O:13])[CH2:8][CH2:7]2)[N:5]([C:19]2[CH:24]=[CH:23][CH:22]=[CH:21][CH:20]=2)[CH2:4][NH:3]1.C(=O)([O-])[O-].[K+].[K+].Br[CH2:32][C:33]1[CH:34]=[C:35]([CH:40]=[CH:41][CH:42]=1)[C:36]([O:38][CH3:39])=[O:37], predict the reaction product. The product is: [CH3:39][O:38][C:36]([C:35]1[CH:34]=[C:33]([CH:42]=[CH:41][CH:40]=1)[CH2:32][N:3]1[C:2](=[O:1])[C:6]2([CH2:7][CH2:8][N:9]([C:12]([O:14][C:15]([CH3:18])([CH3:17])[CH3:16])=[O:13])[CH2:10][CH2:11]2)[N:5]([C:19]2[CH:20]=[CH:21][CH:22]=[CH:23][CH:24]=2)[CH2:4]1)=[O:37].